From a dataset of Forward reaction prediction with 1.9M reactions from USPTO patents (1976-2016). Predict the product of the given reaction. (1) Given the reactants [CH:1]1([N:7]([CH2:21][C:22](N(OC)C)=[O:23])[CH:8]2[CH2:13][CH2:12][N:11]([C:14]([O:16][C:17]([CH3:20])([CH3:19])[CH3:18])=[O:15])[CH2:10][CH2:9]2)[CH2:6][CH2:5][CH2:4][CH2:3][CH2:2]1.[H-].[Al+3].[Li+].[H-].[H-].[H-].S([O-])([O-])(=O)=O.[K+].[K+], predict the reaction product. The product is: [CH:1]1([N:7]([CH2:21][CH:22]=[O:23])[CH:8]2[CH2:9][CH2:10][N:11]([C:14]([O:16][C:17]([CH3:18])([CH3:19])[CH3:20])=[O:15])[CH2:12][CH2:13]2)[CH2:2][CH2:3][CH2:4][CH2:5][CH2:6]1. (2) Given the reactants C([O:3][CH:4](OCC)[CH2:5][CH2:6][CH2:7][NH:8][C:9]([N:11]1[CH2:20][CH2:19][C:18]2[C:13](=[CH:14][CH:15]=[CH:16][CH:17]=2)[CH2:12]1)=[O:10])C.O=CCCCNC(C1CCCCC1)=O, predict the reaction product. The product is: [O:3]=[CH:4][CH2:5][CH2:6][CH2:7][NH:8][C:9]([N:11]1[CH2:20][CH2:19][C:18]2[C:13](=[CH:14][CH:15]=[CH:16][CH:17]=2)[CH2:12]1)=[O:10]. (3) Given the reactants Cl.[NH2:2][C@H:3]1[CH2:7][CH2:6][CH2:5][C@@H:4]1[OH:8].[H-].[Na+].Cl[C:12]1[CH:13]=[CH:14][C:15]2[N:16]([C:18]([C:21]3[O:29][C:28]4[CH:27]=[CH:26][N:25]=[C:24]([O:30][CH3:31])[C:23]=4[CH:22]=3)=[CH:19][N:20]=2)[N:17]=1, predict the reaction product. The product is: [CH3:31][O:30][C:24]1[C:23]2[CH:22]=[C:21]([C:18]3[N:16]4[N:17]=[C:12]([O:8][C@H:4]5[CH2:5][CH2:6][CH2:7][C@@H:3]5[NH2:2])[CH:13]=[CH:14][C:15]4=[N:20][CH:19]=3)[O:29][C:28]=2[CH:27]=[CH:26][N:25]=1. (4) Given the reactants Cl[C:2]1[CH:11]=[CH:10][C:9]2[C:4](=[CH:5][CH:6]=[C:7]([Cl:12])[CH:8]=2)[N:3]=1.[N:13]1([CH:19]=[O:20])[CH2:18][CH2:17][NH:16][CH2:15][CH2:14]1.O, predict the reaction product. The product is: [Cl:12][C:7]1[CH:8]=[C:9]2[C:4](=[CH:5][CH:6]=1)[N:3]=[C:2]([N:16]1[CH2:17][CH2:18][N:13]([CH:19]=[O:20])[CH2:14][CH2:15]1)[CH:11]=[CH:10]2. (5) Given the reactants [CH3:1][O:2][C:3](=[O:27])[C:4]1[CH:9]=[CH:8][C:7](C(C2C(O)=CC3C(C)(C)CCC(C)(C)C=3C=2)=O)=[CH:6][CH:5]=1.[H-].[Na+].C(Br)C1C=CC=CC=1, predict the reaction product. The product is: [CH3:1][O:2][C:3](=[O:27])[C:4]1[CH:9]=[CH:8][CH:7]=[CH:6][CH:5]=1. (6) Given the reactants Br[C:2]1[N:6]2[C:7]3[N:15]=[C:14]([O:16][CH3:17])[CH:13]=[CH:12][C:8]=3[N:9]=[C:10]([CH3:11])[C:5]2=[C:4]([CH3:18])[N:3]=1.C(O)C.[F:22][C:23]1[CH:24]=[C:25](B(O)O)[CH:26]=[CH:27][CH:28]=1.C(=O)([O-])[O-].[K+].[K+], predict the reaction product. The product is: [F:22][C:23]1[CH:28]=[C:27]([C:2]2[N:6]3[C:7]4[N:15]=[C:14]([O:16][CH3:17])[CH:13]=[CH:12][C:8]=4[N:9]=[C:10]([CH3:11])[C:5]3=[C:4]([CH3:18])[N:3]=2)[CH:26]=[CH:25][CH:24]=1. (7) The product is: [CH2:1]([O:8][N:9]([CH2:10][C:11]1[C:16]([O:17][CH3:18])=[CH:15][C:14]([O:19][CH3:20])=[CH:13][C:12]=1[O:21][CH3:22])[C:36](=[O:37])[CH2:32][C:33]([OH:34])=[O:39])[C:2]1[CH:3]=[CH:4][CH:5]=[CH:6][CH:7]=1. Given the reactants [CH2:1]([O:8][NH:9][CH2:10][C:11]1[C:16]([O:17][CH3:18])=[CH:15][C:14]([O:19][CH3:20])=[CH:13][C:12]=1[O:21][CH3:22])[C:2]1[CH:7]=[CH:6][CH:5]=[CH:4][CH:3]=1.C(N(CC)CC)C.C([CH:32]([C:36](Cl)=[O:37])[C:33](Cl)=[O:34])C.[OH-:39].[Na+], predict the reaction product.